Dataset: Peptide-MHC class I binding affinity with 185,985 pairs from IEDB/IMGT. Task: Regression. Given a peptide amino acid sequence and an MHC pseudo amino acid sequence, predict their binding affinity value. This is MHC class I binding data. (1) The peptide sequence is IQVNKGVAY. The MHC is HLA-B48:01 with pseudo-sequence HLA-B48:01. The binding affinity (normalized) is 0.0847. (2) The peptide sequence is EISTNIRQAGVQYSR. The MHC is HLA-A02:02 with pseudo-sequence HLA-A02:02. The binding affinity (normalized) is 0.0905. (3) The peptide sequence is ELAAHQKKIL. The MHC is HLA-A68:02 with pseudo-sequence HLA-A68:02. The binding affinity (normalized) is 0.0502. (4) The peptide sequence is RVERIKSEY. The MHC is SLA-10401 with pseudo-sequence SLA-10401. The binding affinity (normalized) is 0.808.